From a dataset of Full USPTO retrosynthesis dataset with 1.9M reactions from patents (1976-2016). Predict the reactants needed to synthesize the given product. (1) Given the product [CH3:1][C:2]1[C:14]2[N:13]([CH3:15])[C:12]3[C:7](=[CH:8][CH:9]=[CH:10][CH:11]=3)[C:6]=2[CH:5]=[C:4]([CH2:16][N:32]2[CH2:33][CH2:34][CH:29]([C:25]3[CH:24]=[C:23]([NH:22][C:20](=[O:21])[CH:19]([CH3:35])[CH3:18])[CH:28]=[CH:27][CH:26]=3)[CH2:30][CH2:31]2)[CH:3]=1, predict the reactants needed to synthesize it. The reactants are: [CH3:1][C:2]1[C:14]2[N:13]([CH3:15])[C:12]3[C:7](=[CH:8][CH:9]=[CH:10][CH:11]=3)[C:6]=2[CH:5]=[C:4]([CH:16]=O)[CH:3]=1.[CH3:18][CH:19]([CH3:35])[C:20]([NH:22][C:23]1[CH:28]=[CH:27][CH:26]=[C:25]([CH:29]2[CH2:34][CH2:33][NH:32][CH2:31][CH2:30]2)[CH:24]=1)=[O:21]. (2) Given the product [Cl:1][C:2]1[CH:7]=[CH:6][CH:5]=[CH:4][C:3]=1[C:8]1[CH:17]=[C:16]([N+:18]([O-:20])=[O:19])[CH:15]=[C:14]2[C:9]=1[CH2:10][CH2:11][N:12]([C:28](=[O:32])[CH2:29][CH2:30][CH3:31])[CH2:13]2, predict the reactants needed to synthesize it. The reactants are: [Cl:1][C:2]1[CH:7]=[CH:6][CH:5]=[CH:4][C:3]=1[C:8]1[CH:17]=[C:16]([N+:18]([O-:20])=[O:19])[CH:15]=[C:14]2[C:9]=1[CH2:10][CH2:11][NH:12][CH2:13]2.C(N(CC)CC)C.[C:28](Cl)(=[O:32])[CH2:29][CH2:30][CH3:31]. (3) Given the product [Cl:8][C:9]1[C:18]2[C:13](=[CH:14][CH:15]=[CH:16][CH:17]=2)[N:12]([CH2:24][C:23]#[CH:22])[CH2:11][C:10]=1[N+:19]([O-:21])=[O:20], predict the reactants needed to synthesize it. The reactants are: C(N(CC)CC)C.[Cl:8][C:9]1[C:18]2[C:13](=[CH:14][CH:15]=[CH:16][CH:17]=2)[N:12]=[CH:11][C:10]=1[N+:19]([O-:21])=[O:20].[CH2:22](N)[C:23]#[CH:24]. (4) Given the product [C:1]([C:8]1[CH2:13][CH2:12][CH2:11][C:10](=[O:14])[CH:9]=1)#[CH:2], predict the reactants needed to synthesize it. The reactants are: [C:1]([Mg]Br)#[CH:2].C(O[C:8]1[CH2:13][CH2:12][CH2:11][C:10](=[O:14])[CH:9]=1)C.Cl.